The task is: Predict the reactants needed to synthesize the given product.. This data is from Full USPTO retrosynthesis dataset with 1.9M reactions from patents (1976-2016). (1) The reactants are: [NH2:1][C:2]1[CH:11]=[CH:10][C:9]2[NH:8][C:7](=[O:12])[C:6]3[NH:13][CH:14]=[CH:15][C:5]=3[C:4]=2[CH:3]=1.Cl.[CH2:17]([C:19]([OH:21])=[O:20])[CH3:18].[CH:22]1[C:31]2[C:26](=[CH:27][CH:28]=[CH:29][CH:30]=2)[CH:25]=[CH:24][C:23]=1[S:32](Cl)(=[O:34])=[O:33]. Given the product [CH:22]1[C:31]2[C:26](=[CH:27][CH:28]=[CH:29][CH:30]=2)[CH:25]=[CH:24][C:23]=1[S:32]([NH:1][C:2]1[CH:11]=[CH:10][C:9]2[NH:8][C:7](=[O:12])[C:6]3[NH:13][CH:14]=[CH:15][C:5]=3[C:4]=2[CH:3]=1)(=[O:33])=[O:34].[CH2:17]([C:19]([O-:21])=[O:20])[CH3:18], predict the reactants needed to synthesize it. (2) Given the product [C:16]([O:13][C:5]1[C:4]([O:3][C:2]([F:14])([F:15])[F:1])=[CH:12][CH:11]=[CH:10][C:6]=1[C:7]([OH:9])=[O:8])(=[O:18])[CH3:17], predict the reactants needed to synthesize it. The reactants are: [F:1][C:2]([F:15])([F:14])[O:3][C:4]1[CH:12]=[CH:11][CH:10]=[C:6]([C:7]([OH:9])=[O:8])[C:5]=1[OH:13].[C:16](OC(=O)C)(=[O:18])[CH3:17]. (3) Given the product [Cl:18][C:7]1[N:8]=[C:9]([N:12]2[CH2:17][CH2:16][O:15][CH2:14][CH2:13]2)[C:10]2[S:11][C:3]([CH2:2][NH:26][CH2:25][CH2:24][CH2:23][S:20]([CH3:19])(=[O:22])=[O:21])=[CH:4][C:5]=2[N:6]=1, predict the reactants needed to synthesize it. The reactants are: Br[CH2:2][C:3]1[S:11][C:10]2[C:9]([N:12]3[CH2:17][CH2:16][O:15][CH2:14][CH2:13]3)=[N:8][C:7]([Cl:18])=[N:6][C:5]=2[CH:4]=1.[CH3:19][S:20]([CH2:23][CH2:24][CH2:25][NH2:26])(=[O:22])=[O:21].C(=O)([O-])[O-].[K+].[K+]. (4) Given the product [C:18]1([C:26]2[CH:27]=[CH:28][CH:29]=[CH:30][CH:31]=2)[CH:19]=[CH:20][C:21]([CH2:24][N:4]2[CH2:5][CH2:6][N:1]([C:7]3[CH:16]=[C:15]4[C:10]([CH2:11][NH:12][C:13](=[O:17])[NH:14]4)=[CH:9][CH:8]=3)[CH2:2][CH2:3]2)=[CH:22][CH:23]=1, predict the reactants needed to synthesize it. The reactants are: [N:1]1([C:7]2[CH:16]=[C:15]3[C:10]([CH2:11][NH:12][C:13](=[O:17])[NH:14]3)=[CH:9][CH:8]=2)[CH2:6][CH2:5][NH:4][CH2:3][CH2:2]1.[C:18]1([C:26]2[CH:31]=[CH:30][CH:29]=[CH:28][CH:27]=2)[CH:23]=[CH:22][C:21]([CH:24]=O)=[CH:20][CH:19]=1.CCN(CC)CC.[BH-](OC(C)=O)(OC(C)=O)OC(C)=O.[Na+].C([O-])(O)=O.[Na+].